This data is from Reaction yield outcomes from USPTO patents with 853,638 reactions. The task is: Predict the reaction yield, written as a fraction of the theoretical maximum amount of product (1.0 means a 100% yield; for example, 0.34 means a 34% yield). (1) The reactants are [CH2:1]([N:8]1[CH2:13][CH2:12][N:11]([C:14]2[CH:19]=[CH:18][CH:17]=[C:16](F)[C:15]=2[C:21](O)=O)[CH2:10][CH2:9]1)[C:2]1[CH:7]=[CH:6][CH:5]=[CH:4][CH:3]=1.[NH2:24][NH2:25]. The catalyst is CS(C)=O.CCOCC. The product is [CH2:1]([N:8]1[CH2:13][CH2:12][N:11]([C:14]2[CH:19]=[CH:18][CH:17]=[C:16]3[C:15]=2[CH:21]=[N:24][NH:25]3)[CH2:10][CH2:9]1)[C:2]1[CH:7]=[CH:6][CH:5]=[CH:4][CH:3]=1. The yield is 0.530. (2) The reactants are [CH3:1][N:2]1[C:7](=[O:8])[C:6]([NH:9][C:10]2[CH:15]=[CH:14][N:13]=[C:12]([CH3:16])[N:11]=2)=[CH:5][C:4]([C:17]2[C:22]([CH:23]=[O:24])=[C:21]([N:25]3[CH2:36][CH2:35][N:34]4[C:27](=[CH:28][C:29]5[CH2:30][C:31]([CH3:38])([CH3:37])[CH2:32][C:33]=54)[C:26]3=[O:39])[N:20]=[CH:19][CH:18]=2)=[CH:3]1.[BH4-].[Na+]. The catalyst is CO.ClCCl. The product is [OH:24][CH2:23][C:22]1[C:21]([N:25]2[CH2:36][CH2:35][N:34]3[C:33]4[CH2:32][C:31]([CH3:37])([CH3:38])[CH2:30][C:29]=4[CH:28]=[C:27]3[C:26]2=[O:39])=[N:20][CH:19]=[CH:18][C:17]=1[C:4]1[CH:5]=[C:6]([NH:9][C:10]2[CH:15]=[CH:14][N:13]=[C:12]([CH3:16])[N:11]=2)[C:7](=[O:8])[N:2]([CH3:1])[CH:3]=1. The yield is 0.690. (3) The product is [Cl:12][C:4]1[N:3]=[C:2]([N:17]2[CH2:18][CH2:19][C:14]([F:20])([F:13])[CH2:15][CH2:16]2)[C:7]([N+:8]([O-:10])=[O:9])=[C:6]([CH3:11])[CH:5]=1. The catalyst is CC#N. The reactants are Cl[C:2]1[C:7]([N+:8]([O-:10])=[O:9])=[C:6]([CH3:11])[CH:5]=[C:4]([Cl:12])[N:3]=1.[F:13][C:14]1([F:20])[CH2:19][CH2:18][NH:17][CH2:16][CH2:15]1. The yield is 0.900. (4) The reactants are [C:1]([C:3]1[CH:8]=[CH:7][C:6]([N:9]2[C:13]([CH2:14][N:15]([CH3:26])[CH2:16][CH2:17][NH:18]C(=O)OC(C)(C)C)=[CH:12][N:11]=[N:10]2)=[CH:5][CH:4]=1)#[N:2].O.CC#N. The catalyst is ClCCl.FC(F)(F)C(O)=O. The product is [NH2:18][CH2:17][CH2:16][N:15]([CH2:14][C:13]1[N:9]([C:6]2[CH:5]=[CH:4][C:3]([C:1]#[N:2])=[CH:8][CH:7]=2)[N:10]=[N:11][CH:12]=1)[CH3:26]. The yield is 0.580. (5) The product is [C:11]([C:13]1([OH:19])[CH2:17][CH2:16][CH2:15][C:14]1=[O:18])#[CH:12]. The catalyst is ClCCl. The yield is 0.370. The reactants are CS(C)=O.C(Cl)(=O)C(Cl)=O.[C:11]([C:13]1([OH:19])[CH2:17][CH2:16][CH2:15][CH:14]1[OH:18])#[CH:12].C(N(CC)CC)C. (6) The reactants are [CH3:1][O:2][C:3](/[CH:5]=[CH:6]/[C:7]([O:9][CH2:10][C:11]([OH:13])=O)=[O:8])=[O:4].Cl.CN(C)CCCN=C=NCC.Cl.[CH2:27]([O:29][CH2:30][CH2:31][NH:32][CH2:33][CH2:34][O:35][CH2:36][CH3:37])[CH3:28].C(N(C(C)C)CC)(C)C. The catalyst is ClCCl. The product is [C:7]([O:9][CH2:10][C:11](=[O:13])[N:32]([CH2:33][CH2:34][O:35][CH2:36][CH3:37])[CH2:31][CH2:30][O:29][CH2:27][CH3:28])(=[O:8])/[CH:6]=[CH:5]/[C:3]([O:2][CH3:1])=[O:4]. The yield is 0.150.